From a dataset of Forward reaction prediction with 1.9M reactions from USPTO patents (1976-2016). Predict the product of the given reaction. (1) Given the reactants [Cl:1][C:2]1[N:10]=[C:9]2[C:5]([N:6]=[CH:7][N:8]2[C@H:11]2[C@H:18]3[C@H:14]([O:15]C(C)(C)[O:17]3)[CH2:13][S:12]2)=[C:4]([Cl:21])[N:3]=1.Cl.[OH-].[Na+], predict the reaction product. The product is: [Cl:1][C:2]1[N:10]=[C:9]2[C:5]([N:6]=[CH:7][N:8]2[C@H:11]2[C@@H:18]([OH:17])[C@H:14]([OH:15])[CH2:13][S:12]2)=[C:4]([Cl:21])[N:3]=1. (2) Given the reactants [O:1]1[CH2:5][CH2:4][C@@H:3]([OH:6])[CH2:2]1.[CH:7]1[N:11]=[CH:10][N:9]([C:12](N2C=NC=C2)=[O:13])[CH:8]=1, predict the reaction product. The product is: [N:9]1([C:12]([O:6][C@@H:3]2[CH2:4][CH2:5][O:1][CH2:2]2)=[O:13])[CH:8]=[CH:7][N:11]=[CH:10]1. (3) Given the reactants [CH3:1][C:2]1[C:3]([C:18]2[CH:23]=[CH:22][CH:21]=[CH:20][CH:19]=2)=[N:4][C:5]2[CH:6]=[C:7]3[O:17][CH2:16][O:15][C:8]3=[CH:9][C:10]=2[C:11]=1[C:12](O)=[O:13].C(Cl)(=O)C(Cl)=O.[CH:30]1([C@@H:36]([NH2:38])[CH3:37])[CH2:35][CH2:34][CH2:33][CH2:32][CH2:31]1.C([O-])([O-])=O.[K+].[K+], predict the reaction product. The product is: [CH:30]1([C@@H:36]([NH:38][C:12]([C:11]2[C:10]3[CH:9]=[C:8]4[O:15][CH2:16][O:17][C:7]4=[CH:6][C:5]=3[N:4]=[C:3]([C:18]3[CH:23]=[CH:22][CH:21]=[CH:20][CH:19]=3)[C:2]=2[CH3:1])=[O:13])[CH3:37])[CH2:35][CH2:34][CH2:33][CH2:32][CH2:31]1. (4) Given the reactants [F:1][C:2]1[CH:3]=[C:4]([CH:19]=[CH:20][C:21]=1[O:22][CH3:23])[CH2:5][CH:6]1[C:10]2=[N:11][C:12]3[CH:17]=[CH:16][CH:15]=[CH:14][C:13]=3[N:9]2[C:8](=[O:18])[NH:7]1.Cl.[NH2:25][C:26]12[CH2:33][CH2:32][C:29]([OH:34])([CH2:30][CH2:31]1)[CH2:28][CH2:27]2.C(O)(C(F)(F)F)=O, predict the reaction product. The product is: [NH:11]1[C:12]2[CH:17]=[CH:16][CH:15]=[CH:14][C:13]=2[N:9]=[C:10]1[CH:6]([NH:7][C:8]([NH:25][C:26]12[CH2:33][CH2:32][C:29]([OH:34])([CH2:30][CH2:31]1)[CH2:28][CH2:27]2)=[O:18])[CH2:5][C:4]1[CH:19]=[CH:20][C:21]([O:22][CH3:23])=[C:2]([F:1])[CH:3]=1. (5) Given the reactants CS(C)=O.C(Cl)(=O)C(Cl)=O.[CH3:11][O:12][C:13]1[CH:18]=[C:17]([CH3:19])[C:16]([S:20]([N:23]2[CH2:28][CH2:27][CH2:26][CH2:25][CH:24]2[CH2:29][OH:30])(=[O:22])=[O:21])=[C:15]([CH3:31])[CH:14]=1.C(N(CC)CC)C, predict the reaction product. The product is: [CH3:11][O:12][C:13]1[CH:14]=[C:15]([CH3:31])[C:16]([S:20]([N:23]2[CH2:28][CH2:27][CH2:26][CH2:25][CH:24]2[CH:29]=[O:30])(=[O:21])=[O:22])=[C:17]([CH3:19])[CH:18]=1.